This data is from Full USPTO retrosynthesis dataset with 1.9M reactions from patents (1976-2016). The task is: Predict the reactants needed to synthesize the given product. (1) Given the product [CH:13]([C:2]1[C:11]([OH:12])=[CH:10][C:9]2[C:4](=[CH:5][CH:6]=[CH:7][CH:8]=2)[N:3]=1)=[CH2:14], predict the reactants needed to synthesize it. The reactants are: Cl[C:2]1[C:11]([OH:12])=[CH:10][C:9]2[C:4](=[CH:5][CH:6]=[CH:7][CH:8]=2)[N:3]=1.[C:13]1(C)C=CC=C[CH:14]=1. (2) Given the product [NH2:37][C:9]1[C:8]([C:5]2[CH:4]=[CH:3][C:2]([CH2:39][OH:38])=[CH:7][CH:6]=2)=[C:13]([N:14]2[CH2:19][CH2:18][CH:17]([C:20]3[N:21]([CH3:36])[CH:22]=[C:23]([C:25]4[CH:30]=[CH:29][C:28]([F:31])=[C:27]([C:32]([F:35])([F:33])[F:34])[CH:26]=4)[N:24]=3)[CH2:16][CH2:15]2)[N:12]=[CH:11][N:10]=1, predict the reactants needed to synthesize it. The reactants are: F[C:2]1[CH:7]=[CH:6][C:5]([C:8]2[C:9]([NH2:37])=[N:10][CH:11]=[N:12][C:13]=2[N:14]2[CH2:19][CH2:18][CH:17]([C:20]3[N:21]([CH3:36])[CH:22]=[C:23]([C:25]4[CH:30]=[CH:29][C:28]([F:31])=[C:27]([C:32]([F:35])([F:34])[F:33])[CH:26]=4)[N:24]=3)[CH2:16][CH2:15]2)=[CH:4][CH:3]=1.[OH:38][CH2:39]C1C=CC(B2OC(C)(C)C(C)(C)O2)=CC=1. (3) The reactants are: [Cl:1][C:2]1[C:7]2[CH2:8][CH:9]([C:10]([OH:12])=O)[C:6]=2[CH:5]=[CH:4][CH:3]=1.O.ON1C2C=CC=CC=2N=N1.[CH2:24]([NH:31][CH2:32][CH2:33][CH2:34][OH:35])[C:25]1[CH:30]=[CH:29][CH:28]=[CH:27][CH:26]=1.C(OCC)(=O)C. Given the product [CH2:24]([N:31]([CH2:32][CH2:33][CH2:34][OH:35])[C:10]([CH:9]1[C:6]2[CH:5]=[CH:4][CH:3]=[C:2]([Cl:1])[C:7]=2[CH2:8]1)=[O:12])[C:25]1[CH:30]=[CH:29][CH:28]=[CH:27][CH:26]=1, predict the reactants needed to synthesize it. (4) Given the product [ClH:47].[ClH:47].[CH3:1][C:2]1[CH:6]=[C:5]([CH3:7])[N:4]([C:23]2[CH:31]=[C:30]3[C:26]([CH2:27][CH2:28][CH:29]3[N:32]([CH3:34])[CH3:33])=[CH:25][CH:24]=2)[N:3]=1, predict the reactants needed to synthesize it. The reactants are: [CH3:1][C:2]1[CH:6]=[C:5]([CH3:7])[NH:4][N:3]=1.C([O-])([O-])=O.[K+].[K+].N[C@@H]1CCCC[C@H]1N.Br[C:23]1[CH:31]=[C:30]2[C:26]([CH2:27][CH2:28][CH:29]2[N:32]([CH3:34])[CH3:33])=[CH:25][CH:24]=1.C1(N)C(F)=C(F)C(F)=C(N)C=1F.[ClH:47].Cl. (5) Given the product [C:41]([O:61][C:58]([N:8]1[CH2:7][CH2:6][C:5]2[C:10](=[CH:11][C:2]([N:64]3[CH2:69][CH2:68][O:67][CH2:66][CH2:65]3)=[CH:3][CH:4]=2)[CH2:9]1)=[O:59])([CH3:40])([CH3:36])[CH3:42], predict the reactants needed to synthesize it. The reactants are: Br[C:2]1[CH:11]=[C:10]2[C:5]([CH2:6][CH2:7][NH:8][CH2:9]2)=[CH:4][CH:3]=1.C1C=CC(P(C2C(C3C(P(C4C=CC=CC=4)C4C=CC=CC=4)=C[CH:42]=[C:41]4[C:36]=3C=CC=[CH:40]4)=[C:42]3[C:41]([CH:40]=CC=C3)=[CH:36]C=2)C2C=CC=CC=2)=CC=1.[C:58]([O-:61])([O-])=[O:59].[Cs+].[Cs+].[NH:64]1[CH2:69][CH2:68][O:67][CH2:66][CH2:65]1.